This data is from Forward reaction prediction with 1.9M reactions from USPTO patents (1976-2016). The task is: Predict the product of the given reaction. (1) Given the reactants [Cl:1][C:2]1[CH:3]=[C:4]([C:9]2[S:10][CH:11]=[C:12]([C:15]([CH3:17])=O)[C:13]=2[OH:14])[CH:5]=[CH:6][C:7]=1[Cl:8].[N:18]1([NH:24][C:25]([C:27]2[S:28][C:29]([C:32]([NH:34][NH2:35])=[O:33])=[CH:30][CH:31]=2)=[O:26])[CH2:23][CH2:22][O:21][CH2:20][CH2:19]1.O, predict the reaction product. The product is: [N:18]1([NH:24][C:25]([C:27]2[S:28][C:29]([C:32]([NH:34][N:35]=[C:15]([C:12]3[C:13]([OH:14])=[C:9]([C:4]4[CH:5]=[CH:6][C:7]([Cl:8])=[C:2]([Cl:1])[CH:3]=4)[S:10][CH:11]=3)[CH3:17])=[O:33])=[CH:30][CH:31]=2)=[O:26])[CH2:23][CH2:22][O:21][CH2:20][CH2:19]1. (2) Given the reactants [CH3:1][C:2]1([CH3:16])[NH:6][C:5](=[O:7])[CH:4]([NH:8]C(=O)OC(C)(C)C)[CH2:3]1.[ClH:17].O1CCOCC1, predict the reaction product. The product is: [ClH:17].[NH2:8][CH:4]1[CH2:3][C:2]([CH3:16])([CH3:1])[NH:6][C:5]1=[O:7].